Dataset: Catalyst prediction with 721,799 reactions and 888 catalyst types from USPTO. Task: Predict which catalyst facilitates the given reaction. (1) Reactant: [CH3:1][O:2][C:3]1[CH:4]=[C:5]([CH2:9][CH2:10][NH2:11])[CH:6]=[CH:7][CH:8]=1.CCN(CC)CC.Cl[C:20]([O:22][CH2:23][CH3:24])=[O:21].O. Product: [CH3:1][O:2][C:3]1[CH:4]=[C:5]([CH:6]=[CH:7][CH:8]=1)[CH2:9][CH2:10][NH:11][C:20](=[O:21])[O:22][CH2:23][CH3:24]. The catalyst class is: 2. (2) Reactant: Br[C:2]1[CH:3]=[CH:4][C:5]([S:8]([CH3:11])(=[O:10])=[O:9])=[N:6][CH:7]=1.[B:12]1([B:12]2[O:16][C:15]([CH3:18])([CH3:17])[C:14]([CH3:20])([CH3:19])[O:13]2)[O:16][C:15]([CH3:18])([CH3:17])[C:14]([CH3:20])([CH3:19])[O:13]1.C([O-])(=O)C.[K+]. Product: [CH3:11][S:8]([C:5]1[CH:4]=[CH:3][C:2]([B:12]2[O:16][C:15]([CH3:18])([CH3:17])[C:14]([CH3:20])([CH3:19])[O:13]2)=[CH:7][N:6]=1)(=[O:10])=[O:9]. The catalyst class is: 12.